Predict the product of the given reaction. From a dataset of Forward reaction prediction with 1.9M reactions from USPTO patents (1976-2016). (1) The product is: [Cl-:50].[C:8]([NH:11][C:12]1[S:19][C:15]2[CH2:16][NH+:17]([CH2:2][CH3:3])[CH2:18][C:14]=2[C:13]=1[C:20]1[S:21][C:22]2[CH:28]=[CH:27][CH:26]=[CH:25][C:23]=2[N:24]=1)(=[O:10])[CH3:9]. Given the reactants F[C:2](F)(F)[C:3]([O-])=O.[C:8]([NH:11][C:12]1[S:19][C:15]2[CH2:16][NH2+:17][CH2:18][C:14]=2[C:13]=1[C:20]1[S:21][C:22]2[CH:28]=[CH:27][CH:26]=[CH:25][C:23]=2[N:24]=1)(=[O:10])[CH3:9].C(=O)C.C(O)(=O)C.C(O[BH-](OC(=O)C)OC(=O)C)(=O)C.[Na+].[Cl:50]C(Cl)C, predict the reaction product. (2) Given the reactants [CH3:1][O:2][C:3]1[CH:4]=[C:5]([C:8]([O:11]COC)=[CH:9][N:10]=1)[CH:6]=[O:7].Cl, predict the reaction product. The product is: [OH:11][C:8]1[C:5]([CH:6]=[O:7])=[CH:4][C:3]([O:2][CH3:1])=[N:10][CH:9]=1. (3) Given the reactants [F:1][C:2]1[CH:3]=[C:4]([NH:10][C:11]2[N:26]=[CH:25][CH:24]=[CH:23][C:12]=2[C:13]([NH:15][C:16]2[CH:21]=[CH:20][C:19]([F:22])=[CH:18][CH:17]=2)=[O:14])[CH:5]=[CH:6][C:7]=1[O:8]C.B(Br)(Br)Br, predict the reaction product. The product is: [F:1][C:2]1[CH:3]=[C:4]([NH:10][C:11]2[N:26]=[CH:25][CH:24]=[CH:23][C:12]=2[C:13]([NH:15][C:16]2[CH:21]=[CH:20][C:19]([F:22])=[CH:18][CH:17]=2)=[O:14])[CH:5]=[CH:6][C:7]=1[OH:8]. (4) The product is: [CH2:1]([O:8][C:9]1[C:10]([C:22]([NH:24][CH2:25][C:26]([O:28][CH2:29][CH3:30])=[O:27])=[O:23])=[N:11][C:12]([CH2:16][C@H:17]2[O:18][CH2:19][C@H:38]([C:35]3[CH:36]=[CH:37][C:32]([F:31])=[CH:33][CH:34]=3)[CH2:21][O:20]2)=[N:13][C:14]=1[CH3:15])[C:2]1[CH:7]=[CH:6][CH:5]=[CH:4][CH:3]=1.[CH2:1]([O:8][C:9]1[C:10]([C:22]([NH:24][CH2:25][C:26]([O:28][CH2:29][CH3:30])=[O:27])=[O:23])=[N:11][C:12]([CH2:16][C@H:17]2[O:42][CH2:41][C@@H:38]([C:35]3[CH:34]=[CH:33][C:32]([F:31])=[CH:37][CH:36]=3)[CH2:39][O:40]2)=[N:13][C:14]=1[CH3:15])[C:2]1[CH:7]=[CH:6][CH:5]=[CH:4][CH:3]=1. Given the reactants [CH2:1]([O:8][C:9]1[C:10]([C:22]([NH:24][CH2:25][C:26]([O:28][CH2:29][CH3:30])=[O:27])=[O:23])=[N:11][C:12]([CH2:16][CH:17]([O:20][CH3:21])[O:18][CH3:19])=[N:13][C:14]=1[CH3:15])[C:2]1[CH:7]=[CH:6][CH:5]=[CH:4][CH:3]=1.[F:31][C:32]1[CH:37]=[CH:36][C:35]([CH:38]([CH2:41][OH:42])[CH2:39][OH:40])=[CH:34][CH:33]=1.O.C1(C)C=CC(S(O)(=O)=O)=CC=1.C(=O)([O-])O.[Na+], predict the reaction product.